This data is from Forward reaction prediction with 1.9M reactions from USPTO patents (1976-2016). The task is: Predict the product of the given reaction. (1) Given the reactants [C:1]([C:5]1[CH:10]=[CH:9][CH:8]=[C:7]([C:11]([CH3:14])([CH3:13])[CH3:12])[C:6]=1[OH:15])([CH3:4])([CH3:3])[CH3:2].Cl[C:17]1[CH:22]=[CH:21][C:20]([N+:23]([O-:25])=[O:24])=[CH:19][CH:18]=1, predict the reaction product. The product is: [C:11]([C:7]1[CH:8]=[C:9]([C:17]2[CH:22]=[CH:21][C:20]([N+:23]([O-:25])=[O:24])=[CH:19][CH:18]=2)[CH:10]=[C:5]([C:1]([CH3:4])([CH3:3])[CH3:2])[C:6]=1[OH:15])([CH3:14])([CH3:13])[CH3:12]. (2) Given the reactants [CH3:1][O:2][C:3]([C:5]1[C:10](Br)=[CH:9][C:8]([CH3:12])=[CH:7][N:6]=1)=[O:4].[CH3:13][O:14][C:15](=[O:18])[CH:16]=[CH2:17].C1(C)C=CC=CC=1P(C1C=CC=CC=1C)C1C=CC=CC=1C.O, predict the reaction product. The product is: [CH3:1][O:2][C:3]([C:5]1[C:10]([CH:17]=[CH:16][C:15]([O:14][CH3:13])=[O:18])=[CH:9][C:8]([CH3:12])=[CH:7][N:6]=1)=[O:4]. (3) Given the reactants Cl[C:2]1[N:3]=[CH:4][C:5](I)=[C:6]2[C:11]=1[N:10]=[C:9]([CH3:12])[CH:8]=[CH:7]2.[N:14]1[CH:19]=[C:18](B(O)O)[CH:17]=[N:16][CH:15]=1.[NH2:23][C:24]1[S:25][CH:26]=[C:27]([Cl:29])[N:28]=1, predict the reaction product. The product is: [Cl:29][C:27]1[N:28]=[C:24]([NH:23][C:2]2[N:3]=[CH:4][C:5]([C:18]3[CH:19]=[N:14][CH:15]=[N:16][CH:17]=3)=[C:6]3[C:11]=2[N:10]=[C:9]([CH3:12])[CH:8]=[CH:7]3)[S:25][CH:26]=1.